Dataset: Catalyst prediction with 721,799 reactions and 888 catalyst types from USPTO. Task: Predict which catalyst facilitates the given reaction. (1) Reactant: CN(C(ON1N=NC2C=CC=NC1=2)=[N+](C)C)C.F[P-](F)(F)(F)(F)F.[C:25]1([C:31](=[N:38][CH2:39][C:40]2([C:55](O)=[O:56])[CH2:45][CH2:44][N:43]([C:46]3[C:47]4[CH:54]=[CH:53][NH:52][C:48]=4[N:49]=[CH:50][N:51]=3)[CH2:42][CH2:41]2)[C:32]2[CH:37]=[CH:36][CH:35]=[CH:34][CH:33]=2)[CH:30]=[CH:29][CH:28]=[CH:27][CH:26]=1.[CH3:58][C:59]1[S:63][C:62]([CH2:64][NH2:65])=[CH:61][CH:60]=1.CCN(C(C)C)C(C)C. Product: [C:25]1([C:31](=[N:38][CH2:39][C:40]2([C:55]([NH:65][CH2:64][C:62]3[S:63][C:59]([CH3:58])=[CH:60][CH:61]=3)=[O:56])[CH2:45][CH2:44][N:43]([C:46]3[C:47]4[CH:54]=[CH:53][NH:52][C:48]=4[N:49]=[CH:50][N:51]=3)[CH2:42][CH2:41]2)[C:32]2[CH:37]=[CH:36][CH:35]=[CH:34][CH:33]=2)[CH:30]=[CH:29][CH:28]=[CH:27][CH:26]=1. The catalyst class is: 474. (2) Reactant: [CH3:1][C:2]1([C:11]([OH:13])=[O:12])[CH2:7][CH2:6][CH:5]([C:8]([OH:10])=O)[CH2:4][CH2:3]1.C(Cl)(Cl)=O.[NH:18]1[CH2:23][CH2:22][CH:21]([C:24]2[CH:29]=[CH:28][C:27]([NH:30][C:31]([C:33]3[N:34]=[C:35]([C:42]4[CH:47]=[CH:46][CH:45]=[CH:44][CH:43]=4)[O:36][C:37]=3[C:38]([F:41])([F:40])[F:39])=[O:32])=[CH:26][CH:25]=2)[CH2:20][CH2:19]1.C(N(CC)CC)C. Product: [CH3:1][C:2]1([C:11]([OH:13])=[O:12])[CH2:3][CH2:4][CH:5]([C:8]([N:18]2[CH2:23][CH2:22][CH:21]([C:24]3[CH:25]=[CH:26][C:27]([NH:30][C:31]([C:33]4[N:34]=[C:35]([C:42]5[CH:47]=[CH:46][CH:45]=[CH:44][CH:43]=5)[O:36][C:37]=4[C:38]([F:39])([F:40])[F:41])=[O:32])=[CH:28][CH:29]=3)[CH2:20][CH2:19]2)=[O:10])[CH2:6][CH2:7]1. The catalyst class is: 168. (3) Reactant: [C:1]([C:4]1[C:12]2[C:7](=[CH:8][C:9]([O:13][CH3:14])=[CH:10][CH:11]=2)[N:6]([C:15]2[C:24]3[C:19](=[CH:20][CH:21]=[CH:22][CH:23]=3)[N:18]=[CH:17][CH:16]=2)[CH:5]=1)(O)=[O:2].S(Cl)([Cl:27])=O. Product: [Cl:27][C:1]([C:4]1[C:12]2[C:7](=[CH:8][C:9]([O:13][CH3:14])=[CH:10][CH:11]=2)[N:6]([C:15]2[C:24]3[C:19](=[CH:20][CH:21]=[CH:22][CH:23]=3)[N:18]=[CH:17][CH:16]=2)[CH:5]=1)=[O:2]. The catalyst class is: 9. (4) The catalyst class is: 7. Product: [CH3:1][N:2]([CH2:4][CH2:5][C@H:6]([O:12][C:13]1[C:22]2[C:17](=[CH:18][CH:19]=[CH:20][CH:21]=2)[CH:16]=[CH:15][CH:14]=1)[C:7]1[S:8][CH:9]=[CH:10][CH:11]=1)[CH3:3].[C:23]([C@H:26]([C@@H:28]([C:30]([O-:32])=[O:31])[OH:29])[OH:27])([O-:25])=[O:24]. Reactant: [CH3:1][N:2]([CH2:4][CH2:5][CH:6]([O:12][C:13]1[C:22]2[C:17](=[CH:18][CH:19]=[CH:20][CH:21]=2)[CH:16]=[CH:15][CH:14]=1)[C:7]1[S:8][CH:9]=[CH:10][CH:11]=1)[CH3:3].[C:23]([C@H:26]([C@@H:28]([C:30]([O-:32])=[O:31])[OH:29])[OH:27])([O-:25])=[O:24].